From a dataset of Full USPTO retrosynthesis dataset with 1.9M reactions from patents (1976-2016). Predict the reactants needed to synthesize the given product. (1) Given the product [Br:18][C:19]1[CH:20]=[C:21]2[S:27][C:26]([O:1][CH:2]3[CH2:3][CH2:4][N:5]([C:8]([O:10][C:11]([CH3:14])([CH3:13])[CH3:12])=[O:9])[CH2:6][CH2:7]3)=[N:25][C:22]2=[N:23][CH:24]=1, predict the reactants needed to synthesize it. The reactants are: [OH:1][CH:2]1[CH2:7][CH2:6][N:5]([C:8]([O:10][C:11]([CH3:14])([CH3:13])[CH3:12])=[O:9])[CH2:4][CH2:3]1.[H-].[Na+].Cl.[Br:18][C:19]1[CH:20]=[C:21]2[S:27][C:26](Cl)=[N:25][C:22]2=[N:23][CH:24]=1.[Na]. (2) Given the product [F:1][C:2]([F:42])([F:41])[C:3]1[CH:4]=[C:5]([CH:34]=[C:35]([C:37]([F:40])([F:39])[F:38])[CH:36]=1)[CH2:6][N:7]([CH2:15][C:16]1[C:17]([N:26]([CH2:30][CH:31]2[CH2:33][CH2:32]2)[CH2:27][CH2:28][CH3:29])=[N:18][C:19]([CH3:43])=[N:20][CH:21]=1)[C:8]1[N:13]=[CH:12][C:11]([Br:14])=[CH:10][N:9]=1, predict the reactants needed to synthesize it. The reactants are: [F:1][C:2]([F:42])([F:41])[C:3]1[CH:4]=[C:5]([CH:34]=[C:35]([C:37]([F:40])([F:39])[F:38])[CH:36]=1)[CH2:6][N:7]([CH2:15][C:16]1[C:17]([N:26]([CH2:30][CH:31]2[CH2:33][CH2:32]2)[CH2:27][CH2:28][CH3:29])=[N:18][C:19](S(C)(=O)=O)=[N:20][CH:21]=1)[C:8]1[N:13]=[CH:12][C:11]([Br:14])=[CH:10][N:9]=1.[CH3:43][Mg]Cl.C(OCC)(=O)C.